From a dataset of CYP3A4 substrate classification data from Carbon-Mangels et al.. Regression/Classification. Given a drug SMILES string, predict its absorption, distribution, metabolism, or excretion properties. Task type varies by dataset: regression for continuous measurements (e.g., permeability, clearance, half-life) or binary classification for categorical outcomes (e.g., BBB penetration, CYP inhibition). Dataset: cyp3a4_substrate_carbonmangels. (1) The molecule is COc1ccc2c3c1O[C@H]1[C@@H](O)C=C[C@H]4[C@@H](C2)NCC[C@]314. The result is 0 (non-substrate). (2) The compound is O=c1oc2ccccc2c(O)c1Cc1c(O)c2ccccc2oc1=O. The result is 0 (non-substrate).